The task is: Predict the reactants needed to synthesize the given product.. This data is from Full USPTO retrosynthesis dataset with 1.9M reactions from patents (1976-2016). (1) Given the product [C:34]([O:33][C:31](=[O:32])[NH:30][C:4]1([CH2:1][CH:2]=[CH2:3])[CH2:5][CH2:6][CH:7]([O:10][C:11]2[CH:12]=[C:13]3[C:18](=[CH:19][C:20]=2[Cl:21])[C:17]([O:22][CH2:23][C:24]2[CH:29]=[CH:28][CH:27]=[CH:26][CH:25]=2)=[N:16][CH:15]=[CH:14]3)[CH2:8][CH2:9]1)([CH3:37])([CH3:36])[CH3:35], predict the reactants needed to synthesize it. The reactants are: [CH2:1]([C:4]1([NH2:30])[CH2:9][CH2:8][CH:7]([O:10][C:11]2[CH:12]=[C:13]3[C:18](=[CH:19][C:20]=2[Cl:21])[C:17]([O:22][CH2:23][C:24]2[CH:29]=[CH:28][CH:27]=[CH:26][CH:25]=2)=[N:16][CH:15]=[CH:14]3)[CH2:6][CH2:5]1)[CH:2]=[CH2:3].[C:31](O[C:31]([O:33][C:34]([CH3:37])([CH3:36])[CH3:35])=[O:32])([O:33][C:34]([CH3:37])([CH3:36])[CH3:35])=[O:32].C(N(CC)CC)C. (2) Given the product [F:16][C:13]1[CH:14]=[CH:15][C:10]2[N:8]([CH2:7][CH2:6][C:5]3[CH:17]=[CH:18][C:2]([F:1])=[CH:3][CH:4]=3)[C:22]3[CH:23]4[CH2:26][CH2:27][N:19]([CH2:20][C:21]=3[C:11]=2[CH:12]=1)[CH2:25][CH2:24]4, predict the reactants needed to synthesize it. The reactants are: [F:1][C:2]1[CH:18]=[CH:17][C:5]([CH2:6][CH2:7][N:8]([C:10]2[CH:15]=[CH:14][C:13]([F:16])=[CH:12][CH:11]=2)N)=[CH:4][CH:3]=1.[N:19]12[CH2:27][CH2:26][CH:23]([CH2:24][CH2:25]1)[C:22](=O)[CH2:21][CH2:20]2. (3) Given the product [C:1]1([NH:7][C:8]2[CH:17]=[CH:16][C:11]([C:12]([OH:14])=[O:13])=[CH:10][CH:9]=2)[CH:2]=[CH:3][CH:4]=[CH:5][CH:6]=1, predict the reactants needed to synthesize it. The reactants are: [C:1]1([NH:7][C:8]2[CH:17]=[CH:16][C:11]([C:12]([O:14]C)=[O:13])=[CH:10][CH:9]=2)[CH:6]=[CH:5][CH:4]=[CH:3][CH:2]=1.[OH-].[Li+]. (4) Given the product [CH3:22][NH:23][CH2:2][C:3]1[CH:12]=[CH:11][C:6]([C:7]([O:9][CH3:10])=[O:8])=[CH:5][CH:4]=1, predict the reactants needed to synthesize it. The reactants are: Br[CH2:2][C:3]1[CH:12]=[CH:11][C:6]([C:7]([O:9][CH3:10])=[O:8])=[CH:5][CH:4]=1.C(OCC)(=O)C.C(O)C.[CH3:22][NH2:23]. (5) Given the product [CH3:32][O:31][C:8]1[N:9]=[C:10]([N:13]2[CH2:18][CH2:17][N:16]([C:19](=[O:30])[C:20]3[CH:25]=[CH:24][CH:23]=[CH:22][C:21]=3[C:26]([F:29])([F:28])[F:27])[CH2:15][CH2:14]2)[CH:11]=[CH:12][C:7]=1[C:6]([OH:33])=[O:5], predict the reactants needed to synthesize it. The reactants are: O.[OH-].[Li+].C[O:5][C:6](=[O:33])[C:7]1[CH:12]=[CH:11][C:10]([N:13]2[CH2:18][CH2:17][N:16]([C:19](=[O:30])[C:20]3[CH:25]=[CH:24][CH:23]=[CH:22][C:21]=3[C:26]([F:29])([F:28])[F:27])[CH2:15][CH2:14]2)=[N:9][C:8]=1[O:31][CH3:32]. (6) The reactants are: C[O:2][C:3]([CH:5]1[CH2:8][C:7]([O:11][CH3:12])([O:9][CH3:10])[CH2:6]1)=O.[H-].[Al+3].[Li+].[H-].[H-].[H-]. Given the product [CH3:10][O:9][C:7]1([O:11][CH3:12])[CH2:8][CH:5]([CH2:3][OH:2])[CH2:6]1, predict the reactants needed to synthesize it. (7) The reactants are: [C:1]1([CH:7]([C:30]2[CH:35]=[CH:34][CH:33]=[CH:32][CH:31]=2)[N:8]2[C:16]3[C:11](=[CH:12][CH:13]=[CH:14][CH:15]=3)[C:10](O)([C:17]3[CH:26]=[CH:25][C:20]4[O:21][CH2:22][CH2:23][O:24][C:19]=4[C:18]=3[OH:27])[C:9]2=[O:29])[CH:6]=[CH:5][CH:4]=[CH:3][CH:2]=1.ClC1C=CC=C2C=1C(O)(C1C(O)=CC3OCCC=3C=1)C(=O)N2C(C1C=CC=CC=1)C1C=CC=CC=1. Given the product [C:30]1([CH:7]([C:1]2[CH:2]=[CH:3][CH:4]=[CH:5][CH:6]=2)[N:8]2[C:16]3[C:11](=[CH:12][CH:13]=[CH:14][CH:15]=3)[CH:10]([C:17]3[CH:26]=[CH:25][C:20]4[O:21][CH2:22][CH2:23][O:24][C:19]=4[C:18]=3[OH:27])[C:9]2=[O:29])[CH:31]=[CH:32][CH:33]=[CH:34][CH:35]=1, predict the reactants needed to synthesize it. (8) The reactants are: [C:1]12([C:7]3[CH:12]=[CH:11][C:10]([N:13]4[CH2:17][C@H:16]([CH2:18][NH:19][C:20](=[O:22])[CH3:21])[O:15][C:14]4=[O:23])=[CH:9][CH:8]=3)[CH2:6][CH:5]1[CH2:4][NH:3][CH2:2]2.C(Cl)CCl.C1C=CC2N(O)N=NC=2C=1.CN1CCOCC1.[C:45](O)(=[O:48])[CH2:46][OH:47]. Given the product [OH:48][CH2:45][C:46]([N:3]1[CH2:4][CH:5]2[C:1]([C:7]3[CH:8]=[CH:9][C:10]([N:13]4[CH2:17][C@H:16]([CH2:18][NH:19][C:20](=[O:22])[CH3:21])[O:15][C:14]4=[O:23])=[CH:11][CH:12]=3)([CH2:6]2)[CH2:2]1)=[O:47], predict the reactants needed to synthesize it. (9) Given the product [ClH:46].[CH2:3]([C:7]1[CH:8]=[C:9]2[N:14]([C:15]=1[C:16]([C:18]1[CH:23]=[CH:22][C:21]([CH2:24][CH2:25][CH2:26][N:27]([CH2:32][CH2:33][CH2:34][CH3:35])[CH2:28][CH2:29][CH2:30][CH3:31])=[CH:20][CH:19]=1)=[O:17])[CH:13]=[CH:12][C:11]([C:36]([N:38]([CH2:44][CH3:45])[CH2:39][C:40]([OH:42])=[O:41])=[O:37])=[CH:10]2)[CH2:4][CH2:5][CH3:6], predict the reactants needed to synthesize it. The reactants are: [OH-].[Na+].[CH2:3]([C:7]1[CH:8]=[C:9]2[N:14]([C:15]=1[C:16]([C:18]1[CH:23]=[CH:22][C:21]([CH2:24][CH2:25][CH2:26][N:27]([CH2:32][CH2:33][CH2:34][CH3:35])[CH2:28][CH2:29][CH2:30][CH3:31])=[CH:20][CH:19]=1)=[O:17])[CH:13]=[CH:12][C:11]([C:36]([N:38]([CH2:44][CH3:45])[CH2:39][C:40]([O:42]C)=[O:41])=[O:37])=[CH:10]2)[CH2:4][CH2:5][CH3:6].[ClH:46]. (10) Given the product [CH:23]1([NH:26][C:2]2[N:7]=[C:6]([CH:8]([C:11]3[N:15]([CH2:16][CH3:17])[C:14]4[CH:18]=[CH:19][CH:20]=[CH:21][C:13]=4[N:12]=3)[C:9]#[N:10])[C:5]([CH3:22])=[CH:4][N:3]=2)[CH2:25][CH2:24]1, predict the reactants needed to synthesize it. The reactants are: Cl[C:2]1[N:7]=[C:6]([CH:8]([CH:11]2[N:15]([CH2:16][CH3:17])[C:14]3[CH:18]=[CH:19][CH:20]=[CH:21][C:13]=3[NH:12]2)[C:9]#[N:10])[C:5]([CH3:22])=[CH:4][N:3]=1.[CH:23]1([NH2:26])[CH2:25][CH2:24]1.